Task: Predict the product of the given reaction.. Dataset: Forward reaction prediction with 1.9M reactions from USPTO patents (1976-2016) (1) Given the reactants [C:1]([OH:13])(=O)[C:2]1[CH:11]=[CH:10][C:9]2[C:4](=[CH:5][CH:6]=[CH:7][CH:8]=2)[N:3]=1.C(N1C=CN=C1)(N1C=CN=C1)=O.[NH2:26][C@H:27]([C:31]([OH:33])=[O:32])[CH:28]([CH3:30])[CH3:29].[OH-].[Li+].Cl, predict the reaction product. The product is: [C:1]([NH:26][C@H:27]([C:31]([OH:33])=[O:32])[CH:28]([CH3:30])[CH3:29])(=[O:13])[C:2]1[CH:11]=[CH:10][C:9]2[C:4](=[CH:5][CH:6]=[CH:7][CH:8]=2)[N:3]=1. (2) Given the reactants [OH:1][C:2]1[CH:18]=[CH:17][C:5]([O:6][C:7]2[CH:16]=[CH:15][C:10]([C:11]([NH:13][CH3:14])=[O:12])=[CH:9][CH:8]=2)=[CH:4][CH:3]=1.Br[C:20]1([CH2:29][CH2:30][O:31][CH2:32][CH3:33])[C:25](=[O:26])[NH:24][C:23](=[O:27])[NH:22][C:21]1=[O:28].CCCCC=CCCCC.C1(F)(C2(F)OC(C(F)(F)F)(C(F)(F)F)OC2(F)F)OC(C(F)(F)F)(C(F)(F)F)OC1(F)F, predict the reaction product. The product is: [CH2:32]([O:31][CH2:30][CH2:29][C:20]1([O:1][C:2]2[CH:18]=[CH:17][C:5]([O:6][C:7]3[CH:16]=[CH:15][C:10]([C:11]([NH:13][CH3:14])=[O:12])=[CH:9][CH:8]=3)=[CH:4][CH:3]=2)[C:21](=[O:28])[NH:22][C:23](=[O:27])[NH:24][C:25]1=[O:26])[CH3:33]. (3) Given the reactants [C:1]([O-:4])([O-])=O.[K+].[K+].CC[C@H]1[C@H]2C[C@H]([C@H](OC3C4C(=CC=CC=4)C(O[C@H](C4C=CN=C5C=4C=C(OC)C=C5)[C@@H]4N5C[C@H](CC)[C@@H](CC5)C4)=NN=3)C3C=CN=C4C=3C=C(OC)C=C4)N(CC2)C1.[Br:65][C:66]1[CH:71]=[CH:70][C:69]([F:72])=[C:68](C(C)=C)[CH:67]=1.CCO[C:79]([CH3:81])=[O:80], predict the reaction product. The product is: [Br:65][C:66]1[CH:67]=[CH:68][C:69]([F:72])=[C:70]([C@@:79]([OH:80])([CH3:81])[CH2:1][OH:4])[CH:71]=1. (4) Given the reactants [C:1]([O:5][C:6]([NH:8][CH2:9][C:10]1[CH:11]=[N:12][C:13](Cl)=[CH:14][CH:15]=1)=[O:7])([CH3:4])([CH3:3])[CH3:2].[CH3:17][N:18](C=O)C, predict the reaction product. The product is: [C:1]([O:5][C:6]([NH:8][CH2:9][C:10]1[CH:11]=[N:12][C:13]([C:17]#[N:18])=[CH:14][CH:15]=1)=[O:7])([CH3:4])([CH3:3])[CH3:2]. (5) The product is: [OH:21][C:16]1[CH:15]=[C:14]2[C:19]([CH:20]=[C:11]([C:9]3[S:10][C:6]([C:4]([OH:5])=[O:3])=[CH:7][N:8]=3)[C:12](=[O:22])[O:13]2)=[CH:18][CH:17]=1. Given the reactants C([O:3][C:4]([C:6]1[S:10][C:9]([C:11]2[C:12](=[O:22])[O:13][C:14]3[C:19]([CH:20]=2)=[CH:18][CH:17]=[C:16]([OH:21])[CH:15]=3)=[N:8][CH:7]=1)=[O:5])C, predict the reaction product.